Dataset: Forward reaction prediction with 1.9M reactions from USPTO patents (1976-2016). Task: Predict the product of the given reaction. (1) Given the reactants F[C:2]1[CH:7]=[CH:6][C:5]([CH2:8][CH2:9][C:10]([OH:12])=[O:11])=[CH:4][C:3]=1[N+:13]([O-:15])=[O:14].CO[C:18]1[CH:25]=[CH:24][C:21]([CH2:22][NH2:23])=[CH:20][CH:19]=1.CN(C)[CH:28]=[O:29], predict the reaction product. The product is: [CH3:28][O:29][C:2]1[CH:7]=[CH:6][C:5]([CH2:8][CH2:9][C:10]([OH:12])=[O:11])=[C:4]([NH:23][CH2:22][C:21]2[CH:24]=[CH:25][CH:18]=[CH:19][CH:20]=2)[C:3]=1[N+:13]([O-:15])=[O:14]. (2) The product is: [NH2:1][C:2]1[C:3]([C:23]2[CH:24]=[CH:25][C:20]([F:19])=[CH:21][CH:22]=2)=[CH:4][C:5]([C:6]([O:8][CH3:9])=[O:7])=[CH:10][C:11]=1[NH:12][CH2:13][C:14]([OH:17])([CH3:16])[CH3:15]. Given the reactants [NH2:1][C:2]1[C:11]([NH:12][CH2:13][C:14]([OH:17])([CH3:16])[CH3:15])=[CH:10][C:5]([C:6]([O:8][CH3:9])=[O:7])=[CH:4][C:3]=1Br.[F:19][C:20]1[CH:25]=[CH:24][C:23](B(O)O)=[CH:22][CH:21]=1.CN(C=O)C.C(NC(C)C)(C)C, predict the reaction product. (3) Given the reactants [CH2:1]([O:3][C:4](=[O:22])[C:5](=O)[CH2:6][C:7]([C:9]1[CH:14]=[CH:13][C:12]([C:15]2[CH:20]=[CH:19][CH:18]=[CH:17][CH:16]=2)=[CH:11][CH:10]=1)=O)[CH3:2].[F:23][C:24]([F:34])([F:33])[C:25]1[CH:26]=[C:27]([NH:31][NH2:32])[CH:28]=[CH:29][CH:30]=1.O, predict the reaction product. The product is: [CH2:1]([O:3][C:4]([C:5]1[N:31]([C:27]2[CH:28]=[CH:29][CH:30]=[C:25]([C:24]([F:23])([F:33])[F:34])[CH:26]=2)[N:32]=[C:7]([C:9]2[CH:14]=[CH:13][C:12]([C:15]3[CH:20]=[CH:19][CH:18]=[CH:17][CH:16]=3)=[CH:11][CH:10]=2)[CH:6]=1)=[O:22])[CH3:2].